From a dataset of Catalyst prediction with 721,799 reactions and 888 catalyst types from USPTO. Predict which catalyst facilitates the given reaction. The catalyst class is: 842. Product: [CH:1]1([CH:7]([NH:24][C:25]2[CH:33]=[CH:32][C:28]([C:29]([N:44]([CH3:43])[CH2:45][CH2:46][C:47]([OH:49])=[O:48])=[O:30])=[CH:27][CH:26]=2)[C:8]2[O:9][C:10]([C:14]3[CH:19]=[CH:18][C:17]([C:20]([F:22])([F:21])[F:23])=[CH:16][CH:15]=3)=[CH:11][C:12]=2[CH3:13])[CH2:6][CH2:5][CH2:4][CH2:3][CH2:2]1. Reactant: [CH:1]1([CH:7]([NH:24][C:25]2[CH:33]=[CH:32][C:28]([C:29](O)=[O:30])=[CH:27][CH:26]=2)[C:8]2[O:9][C:10]([C:14]3[CH:19]=[CH:18][C:17]([C:20]([F:23])([F:22])[F:21])=[CH:16][CH:15]=3)=[CH:11][C:12]=2[CH3:13])[CH2:6][CH2:5][CH2:4][CH2:3][CH2:2]1.Cl.NCCC(OCC)=O.[CH3:43][NH:44][CH2:45][CH2:46][C:47]([O:49]CC)=[O:48].Cl.C(N=C=NCCCN(C)C)C.O.OC1C2N=NNC=2C=CC=1.